The task is: Predict the reactants needed to synthesize the given product.. This data is from Full USPTO retrosynthesis dataset with 1.9M reactions from patents (1976-2016). Given the product [CH:16]1([C:14]([NH:13][C:9]2[N:10]=[CH:11][N:12]=[C:7]([O:6][C:5]3[CH:19]=[CH:20][C:2]([NH:1][C:34](=[O:35])[O:36][C:37]4[CH:42]=[CH:41][CH:40]=[CH:39][CH:38]=4)=[C:3]([CH3:21])[CH:4]=3)[CH:8]=2)=[O:15])[CH2:17][CH2:18]1, predict the reactants needed to synthesize it. The reactants are: [NH2:1][C:2]1[CH:20]=[CH:19][C:5]([O:6][C:7]2[N:12]=[CH:11][N:10]=[C:9]([NH:13][C:14]([CH:16]3[CH2:18][CH2:17]3)=[O:15])[CH:8]=2)=[CH:4][C:3]=1[CH3:21].N1C=CC=CC=1.C1COCC1.Cl[C:34]([O:36][C:37]1[CH:42]=[CH:41][CH:40]=[CH:39][CH:38]=1)=[O:35].